This data is from Reaction yield outcomes from USPTO patents with 853,638 reactions. The task is: Predict the reaction yield, written as a fraction of the theoretical maximum amount of product (1.0 means a 100% yield; for example, 0.34 means a 34% yield). (1) The yield is 0.930. The product is [CH3:1][C:2]1([C:7]2[O:11][N:10]=[C:9]([CH2:12][OH:13])[CH:8]=2)[O:6][CH2:5][CH2:4][O:3]1. The catalyst is O. The reactants are [CH3:1][C:2]1([C:7]2[O:11][N:10]=[C:9]([C:12](OCC)=[O:13])[CH:8]=2)[O:6][CH2:5][CH2:4][O:3]1.CCO.C1COCC1. (2) The reactants are [NH2:1][C:2]1[CH:7]=[CH:6][CH:5]=[CH:4][N:3]=1.CCN=C=NCCCN(C)C.Cl.[F:20][C:21]([F:29])([F:28])[C:22]([F:27])([F:26])[C:23](O)=[O:24]. The catalyst is ClCCl.CN(C1C=CN=CC=1)C. The product is [F:26][C:22]([F:27])([C:21]([F:29])([F:28])[F:20])[C:23]([N:1]=[C:2]1[CH:7]=[CH:6][CH:5]=[CH:4][NH:3]1)=[O:24]. The yield is 0.110. (3) The product is [CH2:1]([O:8][C:11]1[N:16]=[C:15]([O:8][CH2:1][C:2]2[CH:7]=[CH:6][CH:5]=[CH:4][CH:3]=2)[C:14]([CH2:18][CH3:19])=[C:13]([Cl:20])[N:12]=1)[C:2]1[CH:7]=[CH:6][CH:5]=[CH:4][CH:3]=1. The yield is 0.800. The reactants are [CH2:1]([OH:8])[C:2]1[CH:7]=[CH:6][CH:5]=[CH:4][CH:3]=1.[Na].Cl[C:11]1[N:16]=[C:15](Cl)[C:14]([CH2:18][CH3:19])=[C:13]([Cl:20])[N:12]=1. The catalyst is O.